From a dataset of NCI-60 drug combinations with 297,098 pairs across 59 cell lines. Regression. Given two drug SMILES strings and cell line genomic features, predict the synergy score measuring deviation from expected non-interaction effect. (1) Drug 1: C1=C(C(=O)NC(=O)N1)F. Drug 2: CC1=C2C(C(=O)C3(C(CC4C(C3C(C(C2(C)C)(CC1OC(=O)C(C(C5=CC=CC=C5)NC(=O)OC(C)(C)C)O)O)OC(=O)C6=CC=CC=C6)(CO4)OC(=O)C)O)C)O. Cell line: HT29. Synergy scores: CSS=45.8, Synergy_ZIP=-0.296, Synergy_Bliss=-5.69, Synergy_Loewe=-5.42, Synergy_HSA=-2.35. (2) Drug 1: C1CC(=O)NC(=O)C1N2C(=O)C3=CC=CC=C3C2=O. Drug 2: CC1CCCC2(C(O2)CC(NC(=O)CC(C(C(=O)C(C1O)C)(C)C)O)C(=CC3=CSC(=N3)C)C)C. Cell line: T-47D. Synergy scores: CSS=29.7, Synergy_ZIP=2.46, Synergy_Bliss=0.265, Synergy_Loewe=-27.9, Synergy_HSA=-0.514. (3) Cell line: MDA-MB-435. Drug 2: C1CCC(C(C1)N)N.C(=O)(C(=O)[O-])[O-].[Pt+4]. Synergy scores: CSS=10.2, Synergy_ZIP=-3.35, Synergy_Bliss=-3.09, Synergy_Loewe=-4.46, Synergy_HSA=-4.06. Drug 1: COC1=CC(=CC(=C1O)OC)C2C3C(COC3=O)C(C4=CC5=C(C=C24)OCO5)OC6C(C(C7C(O6)COC(O7)C8=CC=CS8)O)O. (4) Cell line: BT-549. Synergy scores: CSS=33.3, Synergy_ZIP=1.24, Synergy_Bliss=4.86, Synergy_Loewe=-25.4, Synergy_HSA=3.21. Drug 2: CC1=CC2C(CCC3(C2CCC3(C(=O)C)OC(=O)C)C)C4(C1=CC(=O)CC4)C. Drug 1: CC12CCC3C(C1CCC2=O)CC(=C)C4=CC(=O)C=CC34C. (5) Drug 1: CC1=CC=C(C=C1)C2=CC(=NN2C3=CC=C(C=C3)S(=O)(=O)N)C(F)(F)F. Drug 2: CC1=C(C(CCC1)(C)C)C=CC(=CC=CC(=CC(=O)O)C)C. Cell line: SK-OV-3. Synergy scores: CSS=0.160, Synergy_ZIP=0.737, Synergy_Bliss=1.47, Synergy_Loewe=-2.77, Synergy_HSA=-2.38. (6) Drug 1: CC(CN1CC(=O)NC(=O)C1)N2CC(=O)NC(=O)C2. Drug 2: C(CCl)NC(=O)N(CCCl)N=O. Cell line: SK-MEL-28. Synergy scores: CSS=12.2, Synergy_ZIP=-0.542, Synergy_Bliss=5.82, Synergy_Loewe=2.14, Synergy_HSA=4.59.